Dataset: Reaction yield outcomes from USPTO patents with 853,638 reactions. Task: Predict the reaction yield, written as a fraction of the theoretical maximum amount of product (1.0 means a 100% yield; for example, 0.34 means a 34% yield). (1) The reactants are [Br:1][C:2]1[C:3]([F:12])=[C:4]2[C:10]([NH2:11])=[CH:9][NH:8][C:5]2=[N:6][CH:7]=1.[F:13][C:14]1([F:20])[CH2:16][CH:15]1[C:17](O)=[O:18].C(N(CC)CC)C.C1N(P(Cl)(N2C(=O)OCC2)=O)C(=O)OC1.O[Li].O. The catalyst is C(Cl)Cl.O. The product is [Br:1][C:2]1[C:3]([F:12])=[C:4]2[C:10]([NH:11][C:17]([CH:15]3[CH2:16][C:14]3([F:20])[F:13])=[O:18])=[CH:9][NH:8][C:5]2=[N:6][CH:7]=1. The yield is 0.540. (2) The reactants are [CH3:1][O:2][C:3](=[O:25])/[CH:4]=[CH:5]/[C:6]1[C:7]([O:23][CH3:24])=[C:8]2[C:12](=[C:13]([F:15])[CH:14]=1)[N:11]([CH2:16][CH3:17])[CH:10]=[C:9]2[CH2:18][C:19]([NH:21][CH3:22])=[O:20].[CH3:26]O. The catalyst is [Pd]. The product is [CH3:22][N:21]([CH3:26])[C:19](=[O:20])[CH2:18][C:9]1[C:8]2[C:12](=[C:13]([F:15])[CH:14]=[C:6]([CH2:5][CH2:4][C:3]([O:2][CH3:1])=[O:25])[C:7]=2[O:23][CH3:24])[N:11]([CH2:16][CH3:17])[CH:10]=1. The yield is 0.740. (3) The reactants are [C:1]([C:3]1[CH:4]=[C:5]([NH:14][C:15](=[O:28])[CH2:16][CH2:17][CH2:18][C:19]2[CH:24]=[CH:23][C:22]([B:25]([OH:27])[OH:26])=[CH:21][CH:20]=2)[CH:6]=[CH:7][C:8]=1S(CC)(=O)=O)#[N:2].Br[C:30]1C=CC(CCCC(NC2C=CC=C(C#N)C=2)=O)=C(C)C=1. No catalyst specified. The product is [C:1]([C:3]1[CH:4]=[C:5]([NH:14][C:15](=[O:28])[CH2:16][CH2:17][CH2:18][C:19]2[CH:20]=[CH:21][C:22]([B:25]([OH:26])[OH:27])=[CH:23][C:24]=2[CH3:30])[CH:6]=[CH:7][CH:8]=1)#[N:2]. The yield is 0.560. (4) The reactants are [Cl:1][C:2]1[CH:3]=[C:4]([C:9](=O)[CH2:10][C:11](=O)[C:12]([F:15])([F:14])[F:13])[CH:5]=[CH:6][C:7]=1[F:8].[NH2:18][C:19]1[C:23]([C:24]2[CH:29]=[CH:28][N:27]=[CH:26][CH:25]=2)=[CH:22][NH:21][N:20]=1. No catalyst specified. The product is [Cl:1][C:2]1[CH:3]=[C:4]([C:9]2[CH:10]=[C:11]([C:12]([F:15])([F:14])[F:13])[N:20]3[N:21]=[CH:22][C:23]([C:24]4[CH:29]=[CH:28][N:27]=[CH:26][CH:25]=4)=[C:19]3[N:18]=2)[CH:5]=[CH:6][C:7]=1[F:8]. The yield is 0.420. (5) The reactants are [C:1]([C:3]1[N:7]([CH:8]2[CH2:13][CH2:12][N:11]([C:14]([O:16][CH:17]([CH3:19])[CH3:18])=[O:15])[CH2:10][CH2:9]2)[N:6]=[CH:5][C:4]=1[CH2:20][OH:21])#[N:2].[F:22][C:23]1[CH:28]=[C:27]([C:29]2[N:33]([CH2:34][CH2:35][O:36][Si:37]([CH3:40])([CH3:39])[CH3:38])[N:32]=[N:31][N:30]=2)[CH:26]=[CH:25][C:24]=1O.C1(P(C2C=CC=CC=2)C2C=CC=CC=2)C=CC=CC=1.N(C(OCC)=O)=NC(OCC)=O. The catalyst is O1CCOCC1. The product is [C:1]([C:3]1[N:7]([CH:8]2[CH2:13][CH2:12][N:11]([C:14]([O:16][CH:17]([CH3:19])[CH3:18])=[O:15])[CH2:10][CH2:9]2)[N:6]=[CH:5][C:4]=1[CH2:20][O:21][C:24]1[CH:25]=[CH:26][C:27]([C:29]2[N:33]([CH2:34][CH2:35][O:36][Si:37]([CH3:39])([CH3:38])[CH3:40])[N:32]=[N:31][N:30]=2)=[CH:28][C:23]=1[F:22])#[N:2]. The yield is 0.550. (6) The reactants are [CH2:1]([NH:8][C@H:9]1[CH2:14][CH2:13][CH2:12][CH2:11][C@@H:10]1[NH2:15])[C:2]1[CH:7]=[CH:6][CH:5]=[CH:4][CH:3]=1.[H-].[Na+].FC(F)(F)S([O-])(=O)=O.Br[CH2:27][CH2:28][S+](C1C=CC=CC=1)C1C=CC=CC=1.[Cl-].[NH4+]. The catalyst is C(Cl)Cl. The product is [CH2:1]([N:8]1[C@@H:9]2[C@H:10]([CH2:11][CH2:12][CH2:13][CH2:14]2)[NH:15][CH2:28][CH2:27]1)[C:2]1[CH:7]=[CH:6][CH:5]=[CH:4][CH:3]=1. The yield is 0.700.